This data is from Forward reaction prediction with 1.9M reactions from USPTO patents (1976-2016). The task is: Predict the product of the given reaction. (1) The product is: [Cl:54][C:52]1[CH:51]=[C:50]([F:55])[C:49]([C:56]2[N:60]=[C:59]([CH3:61])[O:58][N:57]=2)=[C:48]([C:2]2[CH:3]=[C:4]([F:14])[C:5]([C@H:8]([NH:10][C:11](=[O:13])[CH3:12])[CH3:9])=[N:6][CH:7]=2)[CH:53]=1. Given the reactants Br[C:2]1[CH:3]=[C:4]([F:14])[C:5]([C@H:8]([NH:10][C:11](=[O:13])[CH3:12])[CH3:9])=[N:6][CH:7]=1.C([O-])(=O)C.[K+].B1(B2OC(C)(C)C(C)(C)O2)OC(C)(C)C(C)(C)O1.C(Cl)Cl.C(=O)([O-])[O-].[K+].[K+].Br[C:48]1[CH:53]=[C:52]([Cl:54])[CH:51]=[C:50]([F:55])[C:49]=1[C:56]1[N:60]=[C:59]([CH3:61])[O:58][N:57]=1, predict the reaction product. (2) Given the reactants [Cl:1][C:2]1[CH:7]=[CH:6][C:5]([CH:8]2[CH2:13][C:12](=[O:14])[NH:11][C:10]([CH3:15])=[C:9]2[C:16]([OH:18])=O)=[CH:4][CH:3]=1.[NH:19]1[C:27]2[C:22](=[CH:23][C:24]([NH2:28])=[CH:25][CH:26]=2)[CH:21]=[N:20]1.C(Cl)CCl.CCN(CC)CC, predict the reaction product. The product is: [Cl:1][C:2]1[CH:3]=[CH:4][C:5]([CH:8]2[CH2:13][C:12](=[O:14])[NH:11][C:10]([CH3:15])=[C:9]2[C:16]([NH:28][C:24]2[CH:23]=[C:22]3[C:27](=[CH:26][CH:25]=2)[NH:19][N:20]=[CH:21]3)=[O:18])=[CH:6][CH:7]=1.